From a dataset of Full USPTO retrosynthesis dataset with 1.9M reactions from patents (1976-2016). Predict the reactants needed to synthesize the given product. (1) Given the product [N+:8]([C:5]1[N:6]=[CH:7][C:2]([C:19]2[CH2:24][CH2:23][N:22]([C:25]([O:27][C:28]([CH3:31])([CH3:30])[CH3:29])=[O:26])[CH2:21][CH:20]=2)=[CH:3][CH:4]=1)([O-:10])=[O:9], predict the reactants needed to synthesize it. The reactants are: Br[C:2]1[CH:3]=[CH:4][C:5]([N+:8]([O-:10])=[O:9])=[N:6][CH:7]=1.CC1(C)C(C)(C)OB([C:19]2[CH2:24][CH2:23][N:22]([C:25]([O:27][C:28]([CH3:31])([CH3:30])[CH3:29])=[O:26])[CH2:21][CH:20]=2)O1.O1CCOCC1.C([O-])([O-])=O.[Cs+].[Cs+]. (2) Given the product [C:1]([C:3]1[CH:4]=[C:5]([NH:10][C:11]2[N:19]=[CH:18][CH:17]=[CH:16][C:12]=2[C:13]([NH:21][C:22]([CH3:27])([CH2:25][CH3:26])[C:23]#[CH:24])=[O:15])[CH:6]=[C:7]([F:9])[CH:8]=1)#[N:2], predict the reactants needed to synthesize it. The reactants are: [C:1]([C:3]1[CH:4]=[C:5]([NH:10][C:11]2[N:19]=[CH:18][CH:17]=[CH:16][C:12]=2[C:13]([OH:15])=O)[CH:6]=[C:7]([F:9])[CH:8]=1)#[N:2].Cl.[NH2:21][C:22]([CH3:27])([CH2:25][CH3:26])[C:23]#[CH:24].C1C=CC2N(O)N=NC=2C=1.CCN=C=NCCCN(C)C.CCN(C(C)C)C(C)C. (3) Given the product [C:20]([NH:23][C:24]1[CH:32]=[CH:31][C:27]([C:28]([NH:19][CH:15]([C:16](=[O:18])[NH:1][C:2]2([C:8]#[N:9])[CH2:7][CH2:6][O:5][CH2:4][CH2:3]2)[CH2:14][C:11]([CH3:10])([CH3:12])[CH3:13])=[O:29])=[CH:26][CH:25]=1)(=[O:22])[CH3:21], predict the reactants needed to synthesize it. The reactants are: [NH2:1][C:2]1([C:8]#[N:9])[CH2:7][CH2:6][O:5][CH2:4][CH2:3]1.[CH3:10][C:11]([CH2:14][C@H:15]([NH2:19])[C:16]([OH:18])=O)([CH3:13])[CH3:12].[C:20]([NH:23][C:24]1[CH:32]=[CH:31][C:27]([C:28](O)=[O:29])=[CH:26][CH:25]=1)(=[O:22])[CH3:21]. (4) Given the product [CH3:26][C:25]1[O:24][C:23]([C:27]2[CH:28]=[CH:29][CH:30]=[CH:31][CH:32]=2)=[N:22][C:21]=1[CH2:20][CH2:19][O:18][C:15]1[N:14]=[CH:13][C:12]([CH2:11][C:8]2([C:6]([OH:7])=[O:5])[CH2:9][CH2:10]2)=[CH:17][CH:16]=1, predict the reactants needed to synthesize it. The reactants are: C([O:5][C:6]([C:8]1([CH2:11][C:12]2[CH:13]=[N:14][C:15]([O:18][CH2:19][CH2:20][C:21]3[N:22]=[C:23]([C:27]4[CH:32]=[CH:31][CH:30]=[CH:29][CH:28]=4)[O:24][C:25]=3[CH3:26])=[CH:16][CH:17]=2)[CH2:10][CH2:9]1)=[O:7])(C)(C)C.FC(F)(F)C(O)=O. (5) Given the product [CH3:12][O:13][C:14]1[CH:22]=[CH:21][C:20]2[CH:19]([CH3:25])[CH:18]3[CH2:6][NH:5][CH2:4][CH:17]3[C:16]=2[CH:15]=1, predict the reactants needed to synthesize it. The reactants are: C1CCN2[C:4](=[N:5][CH2:6]CC2)CC1.[CH3:12][O:13][C:14]1[CH:15]=[C:16]2[C:20](=[CH:21][CH:22]=1)[C:19](=O)[CH2:18][CH:17]2Br.[CH2:25]1COCC1.